This data is from Full USPTO retrosynthesis dataset with 1.9M reactions from patents (1976-2016). The task is: Predict the reactants needed to synthesize the given product. (1) Given the product [F:20][C:13]1[CH:14]=[CH:15][CH:16]=[C:17]([O:18][CH3:19])[C:12]=1[C:11]1[NH:2][C:1](=[O:22])[C:3]2[C:4](=[CH:5][C:6]([CH3:9])=[CH:7][CH:8]=2)[N:10]=1, predict the reactants needed to synthesize it. The reactants are: [C:1]([C:3]1[CH:8]=[CH:7][C:6]([CH3:9])=[CH:5][C:4]=1[NH:10][C:11](=O)[C:12]1[C:17]([O:18][CH3:19])=[CH:16][CH:15]=[CH:14][C:13]=1[F:20])#[N:2].[OH-:22].[Na+].OO.Cl. (2) The reactants are: I[C:2]1[CH:3]=[C:4]2[C:9](=[CH:10][CH:11]=1)[N:8]([CH2:12][C@@H:13]1[CH2:18][CH2:17][CH2:16][NH:15][CH2:14]1)[CH:7]=[C:6]([C:19]([O:21]CC)=[O:20])[C:5]2=[O:24].[CH2:25]([NH:27][C:28]([NH:30][C:31]1[CH:36]=[C:35]([C:37]2[S:38][CH:39]=[C:40]([C:42]([F:45])([F:44])[F:43])[N:41]=2)[C:34](B2OC(C)(C)C(C)(C)O2)=[CH:33][N:32]=1)=[O:29])[CH3:26].C(=O)([O-])[O-].[Cs+].[Cs+].[OH-].[Li+]. Given the product [CH2:25]([NH:27][C:28](=[O:29])[NH:30][C:31]1[N:32]=[CH:33][C:34]([C:2]2[CH:3]=[C:4]3[C:9](=[CH:10][CH:11]=2)[N:8]([CH2:12][C@@H:13]2[CH2:18][CH2:17][CH2:16][NH:15][CH2:14]2)[CH:7]=[C:6]([C:19]([OH:21])=[O:20])[C:5]3=[O:24])=[C:35]([C:37]2[S:38][CH:39]=[C:40]([C:42]([F:43])([F:44])[F:45])[N:41]=2)[CH:36]=1)[CH3:26], predict the reactants needed to synthesize it.